Dataset: Reaction yield outcomes from USPTO patents with 853,638 reactions. Task: Predict the reaction yield, written as a fraction of the theoretical maximum amount of product (1.0 means a 100% yield; for example, 0.34 means a 34% yield). (1) The reactants are [CH2:1](Br)[C:2]1[CH:7]=[CH:6][CH:5]=[CH:4][CH:3]=1.[Br:9][C:10]1[CH:11]=[C:12]2[C:17](=[CH:18][CH:19]=1)[N:16]=[CH:15][NH:14][C:13]2=[O:20].[H-].[Na+]. The catalyst is CN(C=O)C. The product is [CH2:1]([N:14]1[C:13](=[O:20])[C:12]2[C:17](=[CH:18][CH:19]=[C:10]([Br:9])[CH:11]=2)[N:16]=[CH:15]1)[C:2]1[CH:7]=[CH:6][CH:5]=[CH:4][CH:3]=1. The yield is 0.481. (2) The reactants are [CH3:1][S:2]([NH:5][C:6]1[CH:21]=[CH:20][C:9]2[NH:10][C:11]([CH2:16][C:17]([OH:19])=O)=[N:12][S:13](=[O:15])(=[O:14])[C:8]=2[CH:7]=1)(=[O:4])=[O:3].C1(N=C=NC2CCCCC2)CCCCC1.[CH2:37]([O:39][C:40]([CH:42]1[CH2:46][CH2:45][CH2:44][CH:43]1[NH:47][CH2:48][C:49]1[CH:54]=[CH:53][CH:52]=[CH:51][N:50]=1)=[O:41])[CH3:38]. The catalyst is CN(C)C=O. The product is [CH2:37]([O:39][C:40]([CH:42]1[CH2:46][CH2:45][CH2:44][CH:43]1[N:47]([C:17](=[O:19])[CH2:16][C:11]1[NH:10][C:9]2[CH:20]=[CH:21][C:6]([NH:5][S:2]([CH3:1])(=[O:3])=[O:4])=[CH:7][C:8]=2[S:13](=[O:14])(=[O:15])[N:12]=1)[CH2:48][C:49]1[CH:54]=[CH:53][CH:52]=[CH:51][N:50]=1)=[O:41])[CH3:38]. The yield is 0.253. (3) The reactants are Br[CH2:2][CH2:3][CH2:4][O:5][C:6]1[CH:11]=[CH:10][C:9]([F:12])=[CH:8][C:7]=1[I:13].[F:14][C:15]1[CH:20]=[C:19]([CH3:21])[C:18]([OH:22])=[C:17]([I:23])[CH:16]=1.C(=O)([O-])[O-].[K+].[K+]. The catalyst is CC(C)=O. The product is [F:14][C:15]1[CH:20]=[C:19]([CH3:21])[C:18]([O:22][CH2:2][CH2:3][CH2:4][O:5][C:6]2[CH:11]=[CH:10][C:9]([F:12])=[CH:8][C:7]=2[I:13])=[C:17]([I:23])[CH:16]=1. The yield is 0.871. (4) The reactants are [NH2:1][CH2:2][C@:3]1([C:8]2[CH:13]=[CH:12][C:11]([Cl:14])=[C:10]([Cl:15])[CH:9]=2)[CH2:5][C@@H:4]1[CH2:6]O.NO.S(Cl)(Cl)=O.[OH-].[Na+]. The catalyst is C(OC(C)C)(=O)C. The product is [Cl:15][C:10]1[CH:9]=[C:8]([C@@:3]23[CH2:5][C@@H:4]2[CH2:6][NH:1][CH2:2]3)[CH:13]=[CH:12][C:11]=1[Cl:14]. The yield is 0.420. (5) The reactants are [N:1]([CH:4]([CH3:28])[CH2:5][C:6]1[CH:11]=[CH:10][C:9]([C:12]2[N:16]=[CH:15][N:14]([C:17]3[CH:22]=[CH:21][C:20]([O:23][C:24]([F:27])([F:26])[F:25])=[CH:19][CH:18]=3)[N:13]=2)=[CH:8][CH:7]=1)=[C:2]=[O:3].[N-]=C=O.[CH:32]([C:35]1[CH:40]=[CH:39][C:38]([CH3:41])=[CH:37][C:36]=1[NH:42][C:43]([NH2:45])=[S:44])([CH3:34])[CH3:33].C(=O)([O-])[O-].[Cs+].[Cs+].[C:52]([O-])(=[O:54])[CH3:53].[Na+].BrCC(OC)=O. The catalyst is C(#N)C.C(O)C.C(OCC)(=O)C. The product is [CH:32]([C:35]1[CH:40]=[CH:39][C:38]([CH3:41])=[CH:37][C:36]=1[N:42]1[C:52](=[O:54])[CH2:53][S:44]/[C:43]/1=[N:45]\[C:2]([NH:1][CH:4]([CH3:28])[CH2:5][C:6]1[CH:11]=[CH:10][C:9]([C:12]2[N:16]=[CH:15][N:14]([C:17]3[CH:22]=[CH:21][C:20]([O:23][C:24]([F:26])([F:25])[F:27])=[CH:19][CH:18]=3)[N:13]=2)=[CH:8][CH:7]=1)=[O:3])([CH3:34])[CH3:33]. The yield is 0.200. (6) The catalyst is CO. The reactants are [OH:1][C:2]1[CH:7]=[C:6]([C:8]([F:11])([F:10])[F:9])[CH:5]=[CH:4][C:3]=1[C:12](=[O:14])[CH3:13].[CH3:15][C:16]([CH3:18])=O.N1CCCC1. The yield is 0.750. The product is [CH3:15][C:16]1([CH3:18])[CH2:13][C:12](=[O:14])[C:3]2[C:2](=[CH:7][C:6]([C:8]([F:9])([F:10])[F:11])=[CH:5][CH:4]=2)[O:1]1. (7) The reactants are [CH3:1][CH:2]1[O:7][CH:6]([CH3:8])[CH2:5][NH:4][CH2:3]1.[Cl:9][CH2:10][C:11](Cl)=[O:12]. The catalyst is CCOCC. The product is [Cl:9][CH2:10][C:11]([N:4]1[CH2:5][CH:6]([CH3:8])[O:7][CH:2]([CH3:1])[CH2:3]1)=[O:12]. The yield is 0.475.